Dataset: Full USPTO retrosynthesis dataset with 1.9M reactions from patents (1976-2016). Task: Predict the reactants needed to synthesize the given product. (1) Given the product [Cl:21][C:22]1[CH:27]=[C:26]([Cl:28])[CH:25]=[CH:24][C:23]=1[S:29]([NH:20][C:4]1[CH:5]=[C:6]([Cl:19])[C:7]([CH2:8][C:9]2[CH:18]=[CH:17][C:16]3[C:11](=[CH:12][CH:13]=[CH:14][CH:15]=3)[N:10]=2)=[C:2]([Cl:1])[CH:3]=1)(=[O:31])=[O:30], predict the reactants needed to synthesize it. The reactants are: [Cl:1][C:2]1[CH:3]=[C:4]([NH2:20])[CH:5]=[C:6]([Cl:19])[C:7]=1[CH2:8][C:9]1[CH:18]=[CH:17][C:16]2[C:11](=[CH:12][CH:13]=[CH:14][CH:15]=2)[N:10]=1.[Cl:21][C:22]1[CH:27]=[C:26]([Cl:28])[CH:25]=[CH:24][C:23]=1[S:29](Cl)(=[O:31])=[O:30]. (2) Given the product [NH3:43].[C:30]([C:34]1[CH:39]=[CH:38][C:37]([S:40]([NH:43][C:44]2[C:49]([O:50][C:51]3[CH:56]=[CH:55][CH:54]=[CH:53][C:52]=3[O:57][CH3:58])=[C:48]([O:13][CH2:12][C:11]#[C:10][CH2:9][O:8][CH2:1][C:2]3[CH:7]=[CH:6][CH:5]=[CH:4][CH:3]=3)[N:47]=[C:46]([C:60]3[N:65]=[CH:64][CH:63]=[CH:62][N:61]=3)[N:45]=2)(=[O:42])=[O:41])=[CH:36][CH:35]=1)([CH3:33])([CH3:31])[CH3:32], predict the reactants needed to synthesize it. The reactants are: [CH2:1]([O:8][CH2:9][C:10]#[C:11][CH2:12][OH:13])[C:2]1[CH:7]=[CH:6][CH:5]=[CH:4][CH:3]=1.C(O)C#CCO.C(Br)C1C=CC=CC=1.[H-].[Na+].[C:30]([C:34]1[CH:39]=[CH:38][C:37]([S:40]([NH:43][C:44]2[C:49]([O:50][C:51]3[CH:56]=[CH:55][CH:54]=[CH:53][C:52]=3[O:57][CH3:58])=[C:48](Cl)[N:47]=[C:46]([C:60]3[N:65]=[CH:64][CH:63]=[CH:62][N:61]=3)[N:45]=2)(=[O:42])=[O:41])=[CH:36][CH:35]=1)([CH3:33])([CH3:32])[CH3:31].